This data is from Full USPTO retrosynthesis dataset with 1.9M reactions from patents (1976-2016). The task is: Predict the reactants needed to synthesize the given product. (1) Given the product [Cl:1][C:2]1[CH:21]=[CH:20][C:19]([CH2:22][O:23][CH2:24][CH2:25][O:26][S:35]([CH3:34])(=[O:37])=[O:36])=[CH:18][C:3]=1[C:4]([NH:6][CH2:7][C:8]12[CH2:15][CH:14]3[CH2:13][CH:12]([CH2:11][CH:10]([CH2:16]3)[CH2:9]1)[CH2:17]2)=[O:5], predict the reactants needed to synthesize it. The reactants are: [Cl:1][C:2]1[CH:21]=[CH:20][C:19]([CH2:22][O:23][CH2:24][CH2:25][OH:26])=[CH:18][C:3]=1[C:4]([NH:6][CH2:7][C:8]12[CH2:17][CH:12]3[CH2:13][CH:14]([CH2:16][CH:10]([CH2:11]3)[CH2:9]1)[CH2:15]2)=[O:5].C(N(CC)CC)C.[CH3:34][S:35](Cl)(=[O:37])=[O:36].Cl. (2) Given the product [CH2:1]([O:4][C:5]([NH:7][C:8]1[CH:16]=[C:15]2[C:11]([CH:12]=[C:13]([C:17]([OH:19])=[O:18])[NH:14]2)=[CH:10][CH:9]=1)=[O:6])[CH:2]=[CH2:3], predict the reactants needed to synthesize it. The reactants are: [CH2:1]([O:4][C:5]([NH:7][C:8]1[CH:16]=[C:15]2[C:11]([CH:12]=[C:13]([C:17]([O:19]CC)=[O:18])[NH:14]2)=[CH:10][CH:9]=1)=[O:6])[CH:2]=[CH2:3].[OH-].[Li+].